Dataset: Full USPTO retrosynthesis dataset with 1.9M reactions from patents (1976-2016). Task: Predict the reactants needed to synthesize the given product. (1) Given the product [CH3:2][N:18]([C:30]1[CH:36]=[CH:37][C:27]([C:26]2[CH:40]=[CH:53][CH:52]=[C:54]([NH:55][C:64]([N:63]([CH3:61])[CH3:66])=[O:65])[CH:25]=2)=[CH:28][CH:29]=1)[CH3:17], predict the reactants needed to synthesize it. The reactants are: O=[CH:2][C@@H]([C@H]([C@@H]([C@@H](CO)O)O)O)O.N[C@H](C(O)=O)CC[C:17](=O)[NH2:18].C[C@H]1[C@](O)(C(CO)=O)[C@:40]2(C)[C@H:26]([C@H:27]3[C@:37](F)([C@@H](O)C2)[C@:36]2(C)[C:30](=CC(C=C2)=O)[CH2:29][CH2:28]3)[CH2:25]1.C[CH:52]([CH2:54][N:55]1[C:64](=[O:65])[N:63]([CH3:66])[C:61](=O)C2N=CNC1=2)[CH3:53]. (2) Given the product [CH3:13][O:12][C:10]([C:8]1[Se:9][C:5]([C:3]([O:2][CH3:1])=[O:4])=[CH:6][C:7]=1[NH2:14])=[O:11], predict the reactants needed to synthesize it. The reactants are: [CH3:1][O:2][C:3]([C:5]1[Se:9][C:8]([C:10]([O:12][CH3:13])=[O:11])=[C:7]([N+:14]([O-])=O)[CH:6]=1)=[O:4].Cl.[Cl-].[NH4+]. (3) Given the product [CH3:1][N:5]1[CH2:11][CH2:10][CH2:9][C@H:8]([NH:12][C:13]([N:15]2[CH2:21][CH2:20][C@@H:19]3[C@H:16]2[C:17](=[O:26])[N:18]3[S:22]([OH:25])(=[O:24])=[O:23])=[O:14])[CH2:7][CH2:6]1, predict the reactants needed to synthesize it. The reactants are: [C:1]([BH3-])#N.[Na+].[NH:5]1[CH2:11][CH2:10][CH2:9][C@H:8]([NH:12][C:13]([N:15]2[CH2:21][CH2:20][C@@H:19]3[C@H:16]2[C:17](=[O:26])[N:18]3[S:22]([OH:25])(=[O:24])=[O:23])=[O:14])[CH2:7][CH2:6]1.C=O. (4) Given the product [C:33]([O:32][C:30]([N:17]1[CH2:18][CH2:19][N:14]([C:8]2[C:7]3[C:12](=[CH:13][C:4]([NH:3][CH2:1][CH3:2])=[C:5]([N+:20]([O-:22])=[O:21])[CH:6]=3)[N:11]=[CH:10][N:9]=2)[CH2:15][CH2:16]1)=[O:31])([CH3:36])([CH3:35])[CH3:34], predict the reactants needed to synthesize it. The reactants are: [CH2:1]([NH:3][C:4]1[CH:13]=[C:12]2[C:7]([C:8]([N:14]3[CH2:19][CH2:18][NH:17][CH2:16][CH2:15]3)=[N:9][CH:10]=[N:11]2)=[CH:6][C:5]=1[N+:20]([O-:22])=[O:21])[CH3:2].C(N(CC)CC)C.[C:30](O[C:30]([O:32][C:33]([CH3:36])([CH3:35])[CH3:34])=[O:31])([O:32][C:33]([CH3:36])([CH3:35])[CH3:34])=[O:31]. (5) The reactants are: Cl[C:2]1[CH:7]=[CH:6][N:5]=[C:4]([NH2:8])[C:3]=1[N+:9]([O-:11])=[O:10].[CH2:12]([N:19]1[CH2:24][CH2:23][C@@H:22]([CH3:25])[C@@H:21]([NH:26][CH3:27])[CH2:20]1)[C:13]1[CH:18]=[CH:17][CH:16]=[CH:15][CH:14]=1.C(N(CC)C(C)C)(C)C. Given the product [CH2:12]([N:19]1[CH2:24][CH2:23][C@@H:22]([CH3:25])[C@@H:21]([N:26]([CH3:27])[C:2]2[CH:7]=[CH:6][N:5]=[C:4]([NH2:8])[C:3]=2[N+:9]([O-:11])=[O:10])[CH2:20]1)[C:13]1[CH:14]=[CH:15][CH:16]=[CH:17][CH:18]=1, predict the reactants needed to synthesize it. (6) Given the product [Cl:1][C:2]1[CH:3]=[C:4]([C:13]([OH:15])=[O:14])[C:5](=[O:12])[N:6]([CH:9]([CH3:11])[CH3:10])[C:7]=1[CH3:8], predict the reactants needed to synthesize it. The reactants are: [Cl:1][C:2]1[CH:3]=[C:4]([C:13]([O:15]CC)=[O:14])[C:5](=[O:12])[N:6]([CH:9]([CH3:11])[CH3:10])[C:7]=1[CH3:8].[OH-].[Na+].